From a dataset of Catalyst prediction with 721,799 reactions and 888 catalyst types from USPTO. Predict which catalyst facilitates the given reaction. Reactant: [CH:1]1([NH:4][C:5]2[N:10]3[N:11]=[CH:12][C:13]([CH:14]=O)=[C:9]3[N:8]=[C:7]([C:16]3[CH:21]=[CH:20][CH:19]=[C:18]([CH2:22][OH:23])[CH:17]=3)[CH:6]=2)[CH2:3][CH2:2]1.C1(P(=[C:43]2[CH2:48][C:47](=[O:49])[NH:46][C:44]2=[O:45])(C2C=CC=CC=2)C2C=CC=CC=2)C=CC=CC=1. Product: [CH:1]1([NH:4][C:5]2[N:10]3[N:11]=[CH:12][C:13]([CH:14]=[C:43]4[CH2:48][C:47](=[O:49])[NH:46][C:44]4=[O:45])=[C:9]3[N:8]=[C:7]([C:16]3[CH:21]=[CH:20][CH:19]=[C:18]([CH2:22][OH:23])[CH:17]=3)[CH:6]=2)[CH2:2][CH2:3]1. The catalyst class is: 8.